This data is from Forward reaction prediction with 1.9M reactions from USPTO patents (1976-2016). The task is: Predict the product of the given reaction. (1) Given the reactants [Cl:1][C:2]1[CH:3]=[CH:4][C:5]([CH3:40])=[C:6]([N:8]2[C:15](=[O:16])[C:14]3[N:13]=[C:12]([C:17]4[CH:18]=[C:19]([CH2:25][C:26]([OH:28])=O)[CH:20]=[N:21][C:22]=4[O:23][CH3:24])[N:11]([CH:29]([CH3:31])[CH3:30])[C:10]=3[CH:9]2[C:32]2[CH:37]=[CH:36][C:35]([C:38]#[N:39])=[CH:34][CH:33]=2)[CH:7]=1.Cl.[CH3:42][NH2:43], predict the reaction product. The product is: [Cl:1][C:2]1[CH:3]=[CH:4][C:5]([CH3:40])=[C:6]([N:8]2[C:15](=[O:16])[C:14]3[N:13]=[C:12]([C:17]4[CH:18]=[C:19]([CH2:25][C:26]([NH:43][CH3:42])=[O:28])[CH:20]=[N:21][C:22]=4[O:23][CH3:24])[N:11]([CH:29]([CH3:31])[CH3:30])[C:10]=3[CH:9]2[C:32]2[CH:33]=[CH:34][C:35]([C:38]#[N:39])=[CH:36][CH:37]=2)[CH:7]=1. (2) Given the reactants [C:1]1([CH3:19])[CH:6]=[CH:5][C:4]([S:7]([N:10]2[CH2:15][CH2:14][S:13][CH2:12][C@H:11]2[C:16]([OH:18])=O)(=[O:9])=[O:8])=[CH:3][CH:2]=1.Cl.[CH2:21]([O:23][C:24](=[O:31])[C@H:25]([CH2:27][CH:28]([CH3:30])[CH3:29])[NH2:26])[CH3:22].C1CCC(N=C=NC2CCCCC2)CC1, predict the reaction product. The product is: [CH2:21]([O:23][C:24](=[O:31])[CH:25]([NH:26][C:16]([C@@H:11]1[CH2:12][S:13][CH2:14][CH2:15][N:10]1[S:7]([C:4]1[CH:3]=[CH:2][C:1]([CH3:19])=[CH:6][CH:5]=1)(=[O:8])=[O:9])=[O:18])[CH2:27][CH:28]([CH3:29])[CH3:30])[CH3:22]. (3) Given the reactants F[C:2]1[N:7]=[C:6]([NH2:8])[CH:5]=[CH:4][CH:3]=1.[CH3:9][CH:10]1[CH2:14][CH2:13][CH:12]([CH3:15])[NH:11]1, predict the reaction product. The product is: [CH3:9][CH:10]1[CH2:14][CH2:13][CH:12]([CH3:15])[N:11]1[C:2]1[N:7]=[C:6]([NH2:8])[CH:5]=[CH:4][CH:3]=1. (4) The product is: [C:9]([C:13]1[CH:14]=[CH:15][C:16]([N:19]([CH3:26])[CH2:20][CH2:21][CH2:22][N:23]([CH3:25])[CH3:24])=[C:17]([N+:2]([O-:3])=[O:1])[CH:18]=1)([CH3:12])([CH3:10])[CH3:11]. Given the reactants [O:1]=[N+:2]=[O:3].F[B-](F)(F)F.[C:9]([C:13]1[CH:18]=[CH:17][C:16]([N:19]([CH3:26])[CH2:20][CH2:21][CH2:22][N:23]([CH3:25])[CH3:24])=[CH:15][CH:14]=1)([CH3:12])([CH3:11])[CH3:10], predict the reaction product. (5) Given the reactants [C:1]([O:5][C:6]([NH:8][C@@:9]1([CH3:24])[CH2:13][CH2:12][N:11](C(OCC2C=CC=CC=2)=O)[CH2:10]1)=[O:7])([CH3:4])([CH3:3])[CH3:2].[H][H], predict the reaction product. The product is: [CH3:24][C@:9]1([NH:8][C:6](=[O:7])[O:5][C:1]([CH3:4])([CH3:3])[CH3:2])[CH2:13][CH2:12][NH:11][CH2:10]1. (6) Given the reactants Br[C:2]1[CH:7]=[CH:6][C:5]([F:8])=[C:4]([O:9][CH2:10][CH2:11][CH:12]([F:14])[F:13])[CH:3]=1.[F:15][CH:16]([F:27])[O:17][C:18]1[CH:23]=[CH:22][C:21]([C:24]#[CH:25])=[CH:20][C:19]=1[CH3:26], predict the reaction product. The product is: [F:15][CH:16]([F:27])[O:17][C:18]1[CH:23]=[CH:22][C:21]([C:24]#[C:25][C:2]2[CH:7]=[CH:6][C:5]([F:8])=[C:4]([O:9][CH2:10][CH2:11][CH:12]([F:14])[F:13])[CH:3]=2)=[CH:20][C:19]=1[CH3:26]. (7) Given the reactants [Cl:1][C:2]1[CH:22]=[CH:21][CH:20]=[C:19]([C:23]([F:26])([F:25])[F:24])[C:3]=1[C:4]([N:6]1[C:14]2[C:9](=[CH:10][CH:11]=[C:12]([C:15]([OH:17])=[O:16])[CH:13]=2)[C:8](I)=[CH:7]1)=[O:5].[F:27][C:28]1[CH:33]=[C:32]([C:34]([O:36][CH3:37])=[O:35])[CH:31]=[CH:30][C:29]=1B(O)O.CC([O-])=O.[K+], predict the reaction product. The product is: [Cl:1][C:2]1[CH:22]=[CH:21][CH:20]=[C:19]([C:23]([F:26])([F:25])[F:24])[C:3]=1[C:4]([N:6]1[C:14]2[C:9](=[CH:10][CH:11]=[C:12]([C:15]([OH:17])=[O:16])[CH:13]=2)[C:8]([C:29]2[CH:30]=[CH:31][C:32]([C:34]([O:36][CH3:37])=[O:35])=[CH:33][C:28]=2[F:27])=[CH:7]1)=[O:5]. (8) Given the reactants [F:1][C:2]([F:14])([F:13])[CH:3]1[O:7][N:6]=[C:5]([C:8](OCC)=[O:9])[CH2:4]1.[BH4-].[Na+].[NH4+].[Cl-], predict the reaction product. The product is: [F:14][C:2]([F:1])([F:13])[CH:3]1[O:7][N:6]=[C:5]([CH2:8][OH:9])[CH2:4]1.